Dataset: Catalyst prediction with 721,799 reactions and 888 catalyst types from USPTO. Task: Predict which catalyst facilitates the given reaction. Reactant: [C:9](O[C:9]([O:11][C:12]([CH3:15])([CH3:14])[CH3:13])=[O:10])([O:11][C:12]([CH3:15])([CH3:14])[CH3:13])=[O:10].[I:16][C:17]1[CH:18]=[C:19]([S:24]([NH2:27])(=[O:26])=[O:25])[CH:20]=[C:21]([I:23])[CH:22]=1.C(N(CC)CC)C. Product: [C:12]([O:11][C:9](=[O:10])[NH:27][S:24]([C:19]1[CH:18]=[C:17]([I:16])[CH:22]=[C:21]([I:23])[CH:20]=1)(=[O:25])=[O:26])([CH3:13])([CH3:14])[CH3:15]. The catalyst class is: 119.